This data is from Full USPTO retrosynthesis dataset with 1.9M reactions from patents (1976-2016). The task is: Predict the reactants needed to synthesize the given product. (1) The reactants are: [OH:1][CH:2]([CH3:31])[CH:3]([N:5]1[C:9](=[O:10])[N:8]([C:11]2[CH:16]=[CH:15][C:14]([N:17]3[CH2:22][CH2:21][N:20]([C:23]4[CH:28]=[CH:27][C:26]([O:29][CH3:30])=[CH:25][CH:24]=4)[CH2:19][CH2:18]3)=[CH:13][CH:12]=2)[CH:7]=[N:6]1)[CH3:4].[CH3:32][S:33](Cl)(=[O:35])=[O:34]. Given the product [CH3:32][S:33]([O:1][CH:2]([CH3:31])[CH:3]([N:5]1[C:9](=[O:10])[N:8]([C:11]2[CH:12]=[CH:13][C:14]([N:17]3[CH2:18][CH2:19][N:20]([C:23]4[CH:24]=[CH:25][C:26]([O:29][CH3:30])=[CH:27][CH:28]=4)[CH2:21][CH2:22]3)=[CH:15][CH:16]=2)[CH:7]=[N:6]1)[CH3:4])(=[O:35])=[O:34], predict the reactants needed to synthesize it. (2) Given the product [CH:5]1([CH2:4][NH:1][C:2]([N:25]2[CH2:26][C:22]3[C:21]([NH:27][C:28]4[CH:29]=[N:30][C:31]5[C:36]([CH:37]=4)=[CH:35][CH:34]=[CH:33][CH:32]=5)=[N:20][CH:19]=[N:18][C:23]=3[CH2:24]2)=[O:3])[CH2:10][CH2:9][CH2:8][CH2:7][CH2:6]1, predict the reactants needed to synthesize it. The reactants are: [N:1]([CH2:4][CH:5]1[CH2:10][CH2:9][CH2:8][CH2:7][CH2:6]1)=[C:2]=[O:3].C1(C)C=CC=CC=1.[N:18]1[C:23]2[CH2:24][NH:25][CH2:26][C:22]=2[C:21]([NH:27][C:28]2[CH:29]=[N:30][C:31]3[C:36]([CH:37]=2)=[CH:35][CH:34]=[CH:33][CH:32]=3)=[N:20][CH:19]=1.CN1CCCC1=O. (3) Given the product [F:13][C:8]1[C:7]([CH:4]2[CH2:5][CH2:6][O:1][CH2:2][CH2:3]2)=[CH:12][CH:11]=[CH:10][N:9]=1, predict the reactants needed to synthesize it. The reactants are: [O:1]1[CH2:6][CH:5]=[C:4]([C:7]2[C:8]([F:13])=[N:9][CH:10]=[CH:11][CH:12]=2)[CH2:3][CH2:2]1. (4) Given the product [C:11]1([O:10][CH2:9][CH2:8][S:21]([O-:24])(=[O:23])=[O:22])[CH:16]=[CH:15][C:14]([O:17][CH2:2][CH2:1][S:3]([O-:6])(=[O:5])=[O:4])=[CH:13][CH:12]=1.[Na+:25].[Na+:25], predict the reactants needed to synthesize it. The reactants are: [CH2:1]([S:3]([O-:6])(=[O:5])=[O:4])[CH3:2].Br[CH2:8][CH2:9][O:10][C:11]1[CH:16]=[CH:15][C:14]([O:17]CCBr)=[CH:13][CH:12]=1.[S:21]([O-:24])([O-:23])=[O:22].[Na+:25].[Na+].O.